Dataset: Full USPTO retrosynthesis dataset with 1.9M reactions from patents (1976-2016). Task: Predict the reactants needed to synthesize the given product. (1) Given the product [NH2:36][CH2:35][CH2:34][O:33][C:24]1[C:23]([CH3:47])=[C:22]([NH:21][C:19]([NH:18][C@H:10]2[C@H:9]([C:4]3[CH:5]=[CH:6][C:7]([F:8])=[C:2]([F:1])[CH:3]=3)[CH2:13][N:12]([CH2:14][CH2:15][O:16][CH3:17])[CH2:11]2)=[O:20])[N:26]([C:27]2[CH:28]=[CH:29][CH:30]=[CH:31][CH:32]=2)[N:25]=1, predict the reactants needed to synthesize it. The reactants are: [F:1][C:2]1[CH:3]=[C:4]([C@@H:9]2[CH2:13][N:12]([CH2:14][CH2:15][O:16][CH3:17])[CH2:11][C@H:10]2[NH:18][C:19]([NH:21][C:22]2[N:26]([C:27]3[CH:32]=[CH:31][CH:30]=[CH:29][CH:28]=3)[N:25]=[C:24]([O:33][CH2:34][CH2:35][N:36]3C(=O)C4C(=CC=CC=4)C3=O)[C:23]=2[CH3:47])=[O:20])[CH:5]=[CH:6][C:7]=1[F:8].CO.O.NN. (2) Given the product [CH2:1]([O:3][C:4](=[O:38])[CH2:5][C:6]1[C:14]2[C:9](=[CH:10][C:11]([C:15]3[CH:20]=[C:19]([NH2:21])[CH:18]=[C:17]([NH2:24])[CH:16]=3)=[CH:12][CH:13]=2)[N:8]([CH2:27][C:28]2[C:29]3[CH:36]=[C:35]([Br:37])[CH:34]=[CH:33][C:30]=3[S:31][CH:32]=2)[CH:7]=1)[CH3:2], predict the reactants needed to synthesize it. The reactants are: [CH2:1]([O:3][C:4](=[O:38])[CH2:5][C:6]1[C:14]2[C:9](=[CH:10][C:11]([C:15]3[CH:20]=[C:19]([N+:21]([O-])=O)[CH:18]=[C:17]([N+:24]([O-])=O)[CH:16]=3)=[CH:12][CH:13]=2)[N:8]([CH2:27][C:28]2[C:29]3[CH:36]=[C:35]([Br:37])[CH:34]=[CH:33][C:30]=3[S:31][CH:32]=2)[CH:7]=1)[CH3:2].Cl. (3) Given the product [CH2:1]=[CH:2][C:3](=[CH2:4])[CH3:5].[CH2:6]=[CH:7][CH:8]=[CH2:9].[CH2:6]=[CH:7][C:8]1[CH:13]=[CH:12][CH:11]=[CH:10][CH:9]=1.[CH2:1]=[CH:2][C:3](=[CH2:4])[CH3:5].[CH2:1]=[CH:2][C:3]1[CH:4]=[CH:8][CH:7]=[CH:6][CH:5]=1, predict the reactants needed to synthesize it. The reactants are: [CH2:1]=[CH:2][C:3](=[CH2:5])[CH3:4].[CH2:6]=[CH:7][C:8]1[CH:13]=[CH:12][CH:11]=[CH:10][CH:9]=1.